Dataset: Ames mutagenicity test results for genotoxicity prediction. Task: Regression/Classification. Given a drug SMILES string, predict its toxicity properties. Task type varies by dataset: regression for continuous values (e.g., LD50, hERG inhibition percentage) or binary classification for toxic/non-toxic outcomes (e.g., AMES mutagenicity, cardiotoxicity, hepatotoxicity). Dataset: ames. (1) The compound is CCCCCCCC(=O)CCc1ccc(O)c(OC)c1. The result is 0 (non-mutagenic). (2) The molecule is CC(=O)Oc1cc(C=O)cc2c1C(COC(N)=O)C1(OC(C)=O)ON2CC2C1N2C(C)=O. The result is 1 (mutagenic). (3) The compound is CCCCCCCCCCCCCCCCCC(=O)NCCNC(=O)CCCCCCCCCCCCCCCCC. The result is 0 (non-mutagenic). (4) The molecule is CC(C)CCC[C@@H](C)[C@@H]1CC[C@@H]2[C@@H]3CC4([C@@H]5C[C@@H](Br)CC[C@]5(C)[C@@H]3CC[C@]12C)S(=O)(=O)CCS4(=O)=O. The result is 1 (mutagenic). (5) The drug is O=Cc1c2ccccc2cc2ccccc12. The result is 0 (non-mutagenic). (6) The molecule is CC(C(=O)O)N(CC1(O)CCC(O)C(O)C1O)N=O. The result is 0 (non-mutagenic). (7) The compound is CC(C)(C)c1cc(-c2ccccc2)ccc1[N+](=O)[O-]. The result is 0 (non-mutagenic). (8) The drug is Cn1c([N+](=O)[O-])nc2ncc(-c3ccccc3)cc21. The result is 1 (mutagenic). (9) The compound is O=C1Nc2cc3ccccc3c3c4c(cc1c23)OCO4. The result is 1 (mutagenic).